This data is from Full USPTO retrosynthesis dataset with 1.9M reactions from patents (1976-2016). The task is: Predict the reactants needed to synthesize the given product. (1) Given the product [F:1][C:2]1[CH:38]=[C:37]([NH:39][C:40]([NH:42][C:43](=[O:51])[CH2:44][C:45]2[CH:46]=[CH:47][CH:48]=[CH:49][CH:50]=2)=[S:41])[CH:36]=[CH:35][C:3]=1[O:4][C:5]1[CH:10]=[CH:9][N:8]=[C:7]2[CH:11]=[C:12]([C:14]3[CH:19]=[CH:18][C:17]([CH2:20][NH:21][CH2:29][CH:30]4[CH2:34][CH2:33][CH2:32][O:31]4)=[CH:16][CH:15]=3)[S:13][C:6]=12, predict the reactants needed to synthesize it. The reactants are: [F:1][C:2]1[CH:38]=[C:37]([NH:39][C:40]([NH:42][C:43](=[O:51])[CH2:44][C:45]2[CH:50]=[CH:49][CH:48]=[CH:47][CH:46]=2)=[S:41])[CH:36]=[CH:35][C:3]=1[O:4][C:5]1[CH:10]=[CH:9][N:8]=[C:7]2[CH:11]=[C:12]([C:14]3[CH:19]=[CH:18][C:17]([CH2:20][N:21]([CH2:29][CH:30]4[CH2:34][CH2:33][CH2:32][O:31]4)C(=O)OC(C)(C)C)=[CH:16][CH:15]=3)[S:13][C:6]=12. (2) Given the product [Cl:1][C:2]1[CH:3]=[CH:4][C:5]2[N:11]3[C:12]([C:15]#[N:16])=[CH:13][CH:14]=[C:10]3[C@@H:9]([CH2:17][CH2:18][C:19]([N:21]3[CH2:26][CH2:25][CH:24]([CH2:27][C:28]([OH:30])=[O:29])[CH2:23][CH2:22]3)=[O:20])[O:8][C@H:7]([C:33]3[CH:38]=[CH:37][CH:36]=[C:35]([O:39][CH3:40])[C:34]=3[O:41][CH3:42])[C:6]=2[CH:43]=1, predict the reactants needed to synthesize it. The reactants are: [Cl:1][C:2]1[CH:3]=[CH:4][C:5]2[N:11]3[C:12]([C:15]#[N:16])=[CH:13][CH:14]=[C:10]3[C@@H:9]([CH2:17][CH2:18][C:19]([N:21]3[CH2:26][CH2:25][CH:24]([CH2:27][C:28]([O:30]CC)=[O:29])[CH2:23][CH2:22]3)=[O:20])[O:8][C@H:7]([C:33]3[CH:38]=[CH:37][CH:36]=[C:35]([O:39][CH3:40])[C:34]=3[O:41][CH3:42])[C:6]=2[CH:43]=1.